This data is from Plasma protein binding rate (PPBR) regression data from AstraZeneca. The task is: Regression/Classification. Given a drug SMILES string, predict its absorption, distribution, metabolism, or excretion properties. Task type varies by dataset: regression for continuous measurements (e.g., permeability, clearance, half-life) or binary classification for categorical outcomes (e.g., BBB penetration, CYP inhibition). For this dataset (ppbr_az), we predict Y. (1) The compound is CS(=O)(=O)c1ccc2c(c1)N(CCN1CCC(NCc3ccc4c(n3)NC(=O)CO4)CC1)C(=O)CO2. The Y is 85.5 %. (2) The drug is O=C(O)/C=C/c1cccc(-c2cnc3[nH]ccc3c2)c1. The Y is 97.8 %. (3) The molecule is COCCCC/C(=N\OCCN)c1ccc(C(F)(F)F)cc1. The Y is 75.5 %. (4) The Y is 89.3 %. The compound is CCOc1cc2nnc(C(N)=O)c(Nc3cc(C)ccc3F)c2cc1N1CCN(C)CC1.